Dataset: Catalyst prediction with 721,799 reactions and 888 catalyst types from USPTO. Task: Predict which catalyst facilitates the given reaction. (1) Reactant: [N:1]1([C:5]([C:7]2[CH:31]=[CH:30][C:10]([O:11][C:12]3[CH:13]=[C:14]([CH:18]=[C:19]([O:21][C@@H:22]([CH3:29])[CH2:23][O:24][C:25]([CH3:28])([CH3:27])[CH3:26])[CH:20]=3)[C:15]([OH:17])=O)=[CH:9][CH:8]=2)=[O:6])[CH2:4][CH2:3][CH2:2]1.Cl[C:33]1[N:38]=C(OC)N=C(OC)[N:34]=1.C[N:44]1[CH2:49][CH2:48]OC[CH2:45]1.CNN1C=CC=N1. Product: [N:1]1([C:5]([C:7]2[CH:8]=[CH:9][C:10]([O:11][C:12]3[CH:13]=[C:14]([CH:18]=[C:19]([O:21][C@@H:22]([CH3:29])[CH2:23][O:24][C:25]([CH3:26])([CH3:27])[CH3:28])[CH:20]=3)[C:15]([NH:38][C:33]3[CH:48]=[CH:49][N:44]([CH3:45])[N:34]=3)=[O:17])=[CH:30][CH:31]=2)=[O:6])[CH2:4][CH2:3][CH2:2]1. The catalyst class is: 192. (2) Reactant: [CH2:1]([O:5][CH2:6][CH2:7][O:8][C:9]1[CH:14]=[CH:13][C:12]([C:15]2[CH:16]=[CH:17][C:18]3[N:26]([CH2:27][CH2:28][CH3:29])[CH2:25][CH2:24][CH2:23][CH2:22][C:21]([C:30]([O:32]C)=[O:31])=[CH:20][C:19]=3[CH:34]=2)=[CH:11][CH:10]=1)[CH2:2][CH2:3][CH3:4].O1CCCC1.[OH-].[Na+].Cl. Product: [CH2:1]([O:5][CH2:6][CH2:7][O:8][C:9]1[CH:10]=[CH:11][C:12]([C:15]2[CH:16]=[CH:17][C:18]3[N:26]([CH2:27][CH2:28][CH3:29])[CH2:25][CH2:24][CH2:23][CH2:22][C:21]([C:30]([OH:32])=[O:31])=[CH:20][C:19]=3[CH:34]=2)=[CH:13][CH:14]=1)[CH2:2][CH2:3][CH3:4]. The catalyst class is: 72. (3) Reactant: [Cl:1][C:2]1[CH:7]=[CH:6][CH:5]=[CH:4][C:3]=1[C:8]1[C:12]([C:13]2[NH:14][CH:15]=[CH:16][N:17]=2)=[CH:11][N:10]([C:18]2[C:23]([CH3:24])=[CH:22][N:21]=[C:20]([F:25])[CH:19]=2)[CH:9]=1.C(=O)([O-])[O-].[Cs+].[Cs+].Cl[CH2:33][O:34][CH2:35][CH2:36][Si:37]([CH3:40])([CH3:39])[CH3:38]. Product: [Cl:1][C:2]1[CH:7]=[CH:6][CH:5]=[CH:4][C:3]=1[C:8]1[C:12]([C:13]2[N:14]([CH2:33][O:34][CH2:35][CH2:36][Si:37]([CH3:40])([CH3:39])[CH3:38])[CH:15]=[CH:16][N:17]=2)=[CH:11][N:10]([C:18]2[C:23]([CH3:24])=[CH:22][N:21]=[C:20]([F:25])[CH:19]=2)[CH:9]=1. The catalyst class is: 31. (4) Reactant: [OH:1][CH2:2][C:3]1[C:7]([C:8]([O:10][CH2:11][CH3:12])=[O:9])=[CH:6][N:5]([CH2:13][O:14][CH3:15])[N:4]=1.CCN(CC)CC.[C:23]1([S:29](Cl)(=[O:31])=[O:30])[CH:28]=[CH:27][CH:26]=[CH:25][CH:24]=1. Product: [CH3:15][O:14][CH2:13][N:5]1[CH:6]=[C:7]([C:8]([O:10][CH2:11][CH3:12])=[O:9])[C:3]([CH2:2][O:1][S:29]([C:23]2[CH:28]=[CH:27][CH:26]=[CH:25][CH:24]=2)(=[O:31])=[O:30])=[N:4]1. The catalyst class is: 1. (5) Reactant: [F:1][C:2]([F:11])([F:10])[C:3](=[O:9])[C:4]([O:6][CH2:7][CH3:8])=[O:5].[CH3:12][CH2:13][Mg+].[Br-].[NH4+].[Cl-]. Product: [OH:9][C:3]([C:2]([F:10])([F:11])[F:1])([CH2:12][CH3:13])[C:4]([O:6][CH2:7][CH3:8])=[O:5]. The catalyst class is: 28. (6) Reactant: [CH3:1][C:2]1([CH3:17])[CH2:10][C:9]2[NH:8][CH:7]=[C:6]([CH2:11][CH2:12][C:13](O)=[O:14])[C:5]=2[C:4](=[O:16])[CH2:3]1.[C:18](N1C=CN=C1)([N:20]1C=CN=[CH:21]1)=O.CNC. Product: [CH3:1][C:2]1([CH3:17])[CH2:10][C:9]2[NH:8][CH:7]=[C:6]([CH2:11][CH2:12][C:13]([N:20]([CH3:21])[CH3:18])=[O:14])[C:5]=2[C:4](=[O:16])[CH2:3]1. The catalyst class is: 489. (7) Reactant: Cl.[Cl:2][C:3]1[CH:4]=[CH:5][CH:6]=[C:7]2[C:12]=1[C:11]([O:13][C@H:14]1[CH2:18][CH2:17][NH:16][CH2:15]1)=[N:10][C:9]([C:19]1[NH:23][C:22](=[O:24])[NH:21][N:20]=1)=[CH:8]2.CC1C=CC=C(C)N=1.[C:33](Cl)(=[O:36])[CH:34]=[CH2:35]. Product: [C:33]([N:16]1[CH2:17][CH2:18][C@H:14]([O:13][C:11]2[C:12]3[C:7](=[CH:6][CH:5]=[CH:4][C:3]=3[Cl:2])[CH:8]=[C:9]([C:19]3[NH:23][C:22](=[O:24])[NH:21][N:20]=3)[N:10]=2)[CH2:15]1)(=[O:36])[CH:34]=[CH2:35]. The catalyst class is: 2. (8) Product: [C:14]([O:18][C:19](=[O:22])[CH2:20][C:10]1([OH:12])[CH2:11][N:8]([C:1]([O:3][C:4]([CH3:7])([CH3:6])[CH3:5])=[O:2])[CH2:9]1)([CH3:17])([CH3:16])[CH3:15]. Reactant: [C:1]([N:8]1[CH2:11][C:10](=[O:12])[CH2:9]1)([O:3][C:4]([CH3:7])([CH3:6])[CH3:5])=[O:2].[Cl-].[C:14]([O:18][C:19](=[O:22])[CH2:20][Zn+])([CH3:17])([CH3:16])[CH3:15].CCOCC. The catalyst class is: 1. (9) Reactant: [CH2:1]([O:8][CH2:9][CH2:10][CH2:11][C:12]([OH:14])=O)[C:2]1[CH:7]=[CH:6][CH:5]=[CH:4][CH:3]=1.CCN(CC)CC.CN(C(ON1N=NC2C=CC=CC1=2)=[N+](C)C)C.[B-](F)(F)(F)F.C([O-])(=O)C.[O:48]=[C:49]1[C@@H:52]([NH3+:53])[CH2:51][NH:50]1. Product: [CH2:1]([O:8][CH2:9][CH2:10][CH2:11][C:12]([NH:53][C@H:52]1[CH2:51][NH:50][C:49]1=[O:48])=[O:14])[C:2]1[CH:3]=[CH:4][CH:5]=[CH:6][CH:7]=1. The catalyst class is: 2. (10) The catalyst class is: 10. Product: [I:19][C:2]1[N:6]([C:7]2[CH:12]=[CH:11][CH:10]=[C:9]([F:13])[CH:8]=2)[N:5]=[CH:4][C:3]=1[C:14]([O:16][CH2:17][CH3:18])=[O:15]. Reactant: N[C:2]1[N:6]([C:7]2[CH:12]=[CH:11][CH:10]=[C:9]([F:13])[CH:8]=2)[N:5]=[CH:4][C:3]=1[C:14]([O:16][CH2:17][CH3:18])=[O:15].[I:19]CI.N(OCCC(C)C)=O.